Dataset: Reaction yield outcomes from USPTO patents with 853,638 reactions. Task: Predict the reaction yield, written as a fraction of the theoretical maximum amount of product (1.0 means a 100% yield; for example, 0.34 means a 34% yield). (1) The reactants are C([N:4]1[C:12]2[C:7](=[CH:8][C:9]([C:13](Cl)=[O:14])=[CH:10][CH:11]=2)[C:6]([C:16]2[CH:21]=[CH:20][C:19]([F:22])=[CH:18][CH:17]=2)=[N:5]1)(=O)C.N1[CH:28]=[CH:27]C=CC=1.[OH-:29].[NH4+].O. The catalyst is C(O)C. The product is [F:22][C:19]1[CH:20]=[CH:21][C:16]([C:6]2[C:7]3[C:12](=[CH:11][CH:10]=[C:9]([C:13]([O:29][CH2:27][CH3:28])=[O:14])[CH:8]=3)[NH:4][N:5]=2)=[CH:17][CH:18]=1. The yield is 1.00. (2) The reactants are Br[C:2]1[C:3]([O:10][CH2:11][CH:12]2[CH2:14][CH2:13]2)=[CH:4][C:5]([C:8]#[N:9])=[N:6][CH:7]=1.Cl.[F:16][C:17]1([F:21])[CH2:20][NH:19][CH2:18]1.C1C=CC(P(C2C(C3C(P(C4C=CC=CC=4)C4C=CC=CC=4)=CC=C4C=3C=CC=C4)=C3C(C=CC=C3)=CC=2)C2C=CC=CC=2)=CC=1.C(=O)([O-])[O-].[Cs+].[Cs+]. The catalyst is C1(C)C=CC=CC=1.C([O-])(=O)C.[Pd+2].C([O-])(=O)C. The product is [CH:12]1([CH2:11][O:10][C:3]2[C:2]([N:19]3[CH2:20][C:17]([F:21])([F:16])[CH2:18]3)=[CH:7][N:6]=[C:5]([C:8]#[N:9])[CH:4]=2)[CH2:14][CH2:13]1. The yield is 0.790. (3) The reactants are [NH2:1][C:2]1[CH:7]=[C:6]([F:8])[C:5]([CH:9]([CH3:13])[C:10]([OH:12])=[O:11])=[C:4]([F:14])[CH:3]=1.O[CH2:16][CH:17]([CH2:19]O)O.[N+]([C:24]1C=CC=CC=1)([O-])=O.S(=O)(=O)(O)O.S(Cl)(Cl)=O. No catalyst specified. The product is [F:14][C:4]1[C:5]([CH:9]([CH3:13])[C:10]([O:12][CH3:24])=[O:11])=[C:6]([F:8])[CH:7]=[C:2]2[C:3]=1[CH:16]=[CH:17][CH:19]=[N:1]2. The yield is 0.560. (4) The reactants are [CH3:1][C:2]1[CH:20]=[C:19]([CH3:21])[CH:18]=[CH:17][C:3]=1[CH2:4][N:5]1[C:13]2[C:8](=[N:9][CH:10]=[CH:11][CH:12]=2)[C:7]([C:14]([OH:16])=O)=[CH:6]1.C(N(CC)CC)C.CCCP(O)(O)=O.Cl.[F:37][CH2:38][CH2:39][NH2:40]. The catalyst is C(Cl)Cl. The product is [CH3:1][C:2]1[CH:20]=[C:19]([CH3:21])[CH:18]=[CH:17][C:3]=1[CH2:4][N:5]1[C:13]2[C:8](=[N:9][CH:10]=[CH:11][CH:12]=2)[C:7]([C:14]([NH:40][CH2:39][CH2:38][F:37])=[O:16])=[CH:6]1. The yield is 0.220. (5) The yield is 0.800. The reactants are [CH3:1][C:2]1([CH3:24])[CH2:10][C:9]2[NH:8][N:7]=[C:6]([C:11]3[NH:12][C:13]4[C:18]([CH:19]=3)=[CH:17][CH:16]=[C:15]([C:20]([O:22][CH3:23])=[O:21])[CH:14]=4)[C:5]=2[CH2:4][CH2:3]1.[H-].[Na+].[CH3:27][Si:28]([CH3:35])([CH3:34])[CH2:29][CH2:30][O:31][CH2:32]Cl.[C:36]([O:39][CH2:40]C)(=O)[CH3:37]. The product is [CH3:1][C:2]1([CH3:24])[CH2:10][C:9]2[N:8]([CH2:32][O:31][CH2:30][CH2:29][Si:28]([CH3:35])([CH3:34])[CH3:27])[N:7]=[C:6]([C:11]3[N:12]([CH2:40][O:39][CH2:36][CH2:37][Si:28]([CH3:34])([CH3:29])[CH3:27])[C:13]4[C:18]([CH:19]=3)=[CH:17][CH:16]=[C:15]([C:20]([O:22][CH3:23])=[O:21])[CH:14]=4)[C:5]=2[CH2:4][CH2:3]1. The catalyst is CN(C)C=O.O. (6) The reactants are [Cl:1][C:2]1[CH:3]=[C:4]([OH:13])[CH:5]=[CH:6][C:7]=1[O:8][C:9]([F:12])([F:11])[F:10].[Cl:14][C:15]1[C:16](F)=[CH:17][C:18]([F:28])=[C:19]([CH:27]=1)[C:20]([O:22][C:23]([CH3:26])([CH3:25])[CH3:24])=[O:21].C(=O)([O-])[O-].[K+].[K+].O. The catalyst is CS(C)=O. The product is [Cl:14][C:15]1[C:16]([O:13][C:4]2[CH:5]=[CH:6][C:7]([O:8][C:9]([F:11])([F:12])[F:10])=[C:2]([Cl:1])[CH:3]=2)=[CH:17][C:18]([F:28])=[C:19]([CH:27]=1)[C:20]([O:22][C:23]([CH3:24])([CH3:25])[CH3:26])=[O:21]. The yield is 0.750. (7) The catalyst is O1CCOCC1.CN(C=O)C.C(Cl)Cl.[Cu]I.C1C=CC([P]([Pd]([P](C2C=CC=CC=2)(C2C=CC=CC=2)C2C=CC=CC=2)([P](C2C=CC=CC=2)(C2C=CC=CC=2)C2C=CC=CC=2)[P](C2C=CC=CC=2)(C2C=CC=CC=2)C2C=CC=CC=2)(C2C=CC=CC=2)C2C=CC=CC=2)=CC=1. The reactants are Br[C:2]1[S:3][C:4]([C:10]2[N:14]=[CH:13][N:12]([CH:15]3[CH2:20][CH2:19][CH2:18][CH2:17][O:16]3)[N:11]=2)=[C:5]([Br:9])[C:6]=1[C:7]#[N:8].[CH3:21][O:22][C:23](=[O:35])[NH:24][C:25]1[CH:30]=[C:29]([Sn](C)(C)C)[CH:28]=[CH:27][N:26]=1.[Cl-].[Li+]. The product is [Br:9][C:5]1[C:6]([C:7]#[N:8])=[C:2]([C:29]2[CH:28]=[CH:27][N:26]=[C:25]([NH:24][C:23](=[O:35])[O:22][CH3:21])[CH:30]=2)[S:3][C:4]=1[C:10]1[N:14]=[CH:13][N:12]([CH:15]2[CH2:20][CH2:19][CH2:18][CH2:17][O:16]2)[N:11]=1. The yield is 0.778. (8) The reactants are [NH2:1][C:2]1[NH:3][C:4](=[S:19])[C:5]2[N:11]=[C:10]([C:12]3[CH:17]=[CH:16][C:15]([F:18])=[CH:14][CH:13]=3)[CH:9]=[CH:8][C:6]=2[N:7]=1.[OH-].[Na+].[CH3:22]I. The catalyst is C(OCC)C. The product is [NH2:1][C:2]1[N:3]=[C:4]([S:19][CH3:22])[C:5]2[N:11]=[C:10]([C:12]3[CH:17]=[CH:16][C:15]([F:18])=[CH:14][CH:13]=3)[CH:9]=[CH:8][C:6]=2[N:7]=1. The yield is 0.720. (9) The reactants are [CH3:1][N:2]1[CH2:7][CH2:6][CH2:5][CH:4]([CH2:8][OH:9])[CH2:3]1.[C:10]1([CH3:20])[CH:15]=[CH:14][C:13]([S:16](Cl)(=[O:18])=[O:17])=[CH:12][CH:11]=1.CCN(CC)CC. The catalyst is CN(C)C1C=CN=CC=1.C(Cl)Cl. The product is [CH3:1][N:2]1[CH2:7][CH2:6][CH2:5][CH:4]([CH2:8][O:9][S:16]([C:13]2[CH:14]=[CH:15][C:10]([CH3:20])=[CH:11][CH:12]=2)(=[O:18])=[O:17])[CH2:3]1. The yield is 0.990.